From a dataset of Reaction yield outcomes from USPTO patents with 853,638 reactions. Predict the reaction yield, written as a fraction of the theoretical maximum amount of product (1.0 means a 100% yield; for example, 0.34 means a 34% yield). (1) The reactants are [OH:1][CH2:2][CH:3]1[C:15]2[CH:14]=[C:13]([NH:16]C(OC(C)(C)C)=O)[CH:12]=[CH:11][C:10]=2[C:9]2[C:4]1=[CH:5][CH:6]=[CH:7][CH:8]=2.Cl. The catalyst is O1CCOCC1. The product is [OH:1][CH2:2][CH:3]1[C:15]2[CH:14]=[C:13]([NH2:16])[CH:12]=[CH:11][C:10]=2[C:9]2[C:4]1=[CH:5][CH:6]=[CH:7][CH:8]=2. The yield is 0.800. (2) The reactants are Cl[C:2]1[C:7]([CH:8]=[O:9])=[C:6]([Cl:10])[N:5]=[C:4]([S:11][CH3:12])[N:3]=1.[CH:13]1([NH2:19])[CH2:18][CH2:17][CH2:16][CH2:15][CH2:14]1. The yield is 0.990. The catalyst is C(#N)C.O. The product is [Cl:10][C:6]1[C:7]([CH:8]=[O:9])=[C:2]([NH:19][CH:13]2[CH2:18][CH2:17][CH2:16][CH2:15][CH2:14]2)[N:3]=[C:4]([S:11][CH3:12])[N:5]=1. (3) The reactants are Cl.[Br:2][C:3]1[CH:8]=[CH:7][N:6]=[CH:5][CH:4]=1.[CH2:9]([Mg]Cl)[CH2:10][CH3:11].C(OCC)C.ClC(OC1C=CC=CC=1)=O.C1(Cl)C(Cl)=C(Cl)C(=O)C(=O)C=1Cl.[OH-].[Na+]. The catalyst is O1CCCC1.C(O)(=O)C. The product is [Br:2][C:3]1[CH:8]=[CH:7][N:6]=[C:5]([CH2:9][CH2:10][CH3:11])[CH:4]=1. The yield is 0.630. (4) The reactants are [Cl:1][C:2]1[CH:3]=[C:4]2[C:8](=[CH:9][CH:10]=1)[N:7]([C:11]1[N:15]([CH3:16])[N:14]=[C:13]([CH3:17])[C:12]=1[CH2:18][CH2:19][OH:20])[CH:6]=[CH:5]2.C(N(CC)CC)C.[CH3:28][S:29](Cl)(=[O:31])=[O:30].O. The catalyst is O1CCCC1. The product is [CH3:28][S:29]([O:20][CH2:19][CH2:18][C:12]1[C:13]([CH3:17])=[N:14][N:15]([CH3:16])[C:11]=1[N:7]1[C:8]2[C:4](=[CH:3][C:2]([Cl:1])=[CH:10][CH:9]=2)[CH:5]=[CH:6]1)(=[O:31])=[O:30]. The yield is 0.990.